From a dataset of Forward reaction prediction with 1.9M reactions from USPTO patents (1976-2016). Predict the product of the given reaction. Given the reactants [CH3:1][O:2][C:3]1[CH:10]=[C:9]([OH:11])[CH:8]=[CH:7][C:4]=1[CH:5]=[O:6].C1C=CC(N([S:19]([C:22]([F:25])([F:24])[F:23])(=[O:21])=[O:20])[S:19]([C:22]([F:25])([F:24])[F:23])(=[O:21])=[O:20])=CC=1.C(=O)([O-])[O-].[K+].[K+], predict the reaction product. The product is: [CH:5]([C:4]1[CH:7]=[CH:8][C:9]([O:11][S:19]([C:22]([F:25])([F:24])[F:23])(=[O:21])=[O:20])=[CH:10][C:3]=1[O:2][CH3:1])=[O:6].